Dataset: Full USPTO retrosynthesis dataset with 1.9M reactions from patents (1976-2016). Task: Predict the reactants needed to synthesize the given product. (1) The reactants are: C(OC([NH:11][C:12]1[CH:13]=[C:14]([S:25]([NH2:28])(=[O:27])=[O:26])[CH:15]=[CH:16][C:17]=1[C:18]([O:20]C(C)(C)C)=[O:19])=O)C1C=CC=CC=1.[Cl:29][C:30]1[CH:45]=[C:34]([C:35](OCC2C=CC=CC=2)=[O:36])[C:33]([NH:46][C:47](OC2C=CC=CC=2)=[O:48])=[CH:32][CH:31]=1. Given the product [Cl:29][C:30]1[CH:45]=[C:34]2[C:33](=[CH:32][CH:31]=1)[NH:46][C:47](=[O:48])[N:28]([S:25]([C:14]1[CH:13]=[C:12]([NH2:11])[C:17](=[CH:16][CH:15]=1)[C:18]([OH:20])=[O:19])(=[O:26])=[O:27])[C:35]2=[O:36], predict the reactants needed to synthesize it. (2) Given the product [F:3][CH:4]([F:15])[C:5]1[C:9]([C:10]([OH:1])=[O:11])=[C:8]([F:13])[N:7]([CH3:14])[N:6]=1, predict the reactants needed to synthesize it. The reactants are: [OH-:1].[Na+].[F:3][CH:4]([F:15])[C:5]1[C:9]([C:10](F)=[O:11])=[C:8]([F:13])[N:7]([CH3:14])[N:6]=1.Cl. (3) Given the product [NH2:1][CH2:4][C@@H:5]([NH:13][C:14](=[O:20])[O:15][C:16]([CH3:18])([CH3:17])[CH3:19])[CH2:6][CH:7]1[CH2:12][CH2:11][CH2:10][CH2:9][CH2:8]1, predict the reactants needed to synthesize it. The reactants are: [N:1]([CH2:4][C@@H:5]([NH:13][C:14](=[O:20])[O:15][C:16]([CH3:19])([CH3:18])[CH3:17])[CH2:6][CH:7]1[CH2:12][CH2:11][CH2:10][CH2:9][CH2:8]1)=[N+]=[N-].N#N. (4) Given the product [CH2:13]([O:15][C:16]1[CH:21]=[CH:20][CH:19]=[CH:18][C:17]=1[NH:22][C:23]1[S:24][CH:2]=[C:3]([C:5]2[CH:12]=[CH:11][C:8]([C:9]#[N:10])=[CH:7][CH:6]=2)[N:25]=1)[CH3:14], predict the reactants needed to synthesize it. The reactants are: Br[CH2:2][C:3]([C:5]1[CH:12]=[CH:11][C:8]([C:9]#[N:10])=[CH:7][CH:6]=1)=O.[CH2:13]([O:15][C:16]1[CH:21]=[CH:20][CH:19]=[CH:18][C:17]=1[NH:22][C:23]([NH2:25])=[S:24])[CH3:14].